Dataset: NCI-60 drug combinations with 297,098 pairs across 59 cell lines. Task: Regression. Given two drug SMILES strings and cell line genomic features, predict the synergy score measuring deviation from expected non-interaction effect. (1) Drug 1: CCC(=C(C1=CC=CC=C1)C2=CC=C(C=C2)OCCN(C)C)C3=CC=CC=C3.C(C(=O)O)C(CC(=O)O)(C(=O)O)O. Drug 2: C1CN(CCN1C(=O)CCBr)C(=O)CCBr. Cell line: TK-10. Synergy scores: CSS=11.7, Synergy_ZIP=-3.69, Synergy_Bliss=2.19, Synergy_Loewe=1.29, Synergy_HSA=1.90. (2) Drug 1: C1=C(C(=O)NC(=O)N1)F. Drug 2: C1=CC(=C(C=C1I)F)NC2=C(C=CC(=C2F)F)C(=O)NOCC(CO)O. Cell line: HCT116. Synergy scores: CSS=70.9, Synergy_ZIP=2.00, Synergy_Bliss=1.12, Synergy_Loewe=2.94, Synergy_HSA=7.47. (3) Drug 1: C1=CC(=CC=C1CC(C(=O)O)N)N(CCCl)CCCl.Cl. Drug 2: COC1=NC(=NC2=C1N=CN2C3C(C(C(O3)CO)O)O)N. Cell line: OVCAR-8. Synergy scores: CSS=28.5, Synergy_ZIP=-3.30, Synergy_Bliss=5.91, Synergy_Loewe=-4.64, Synergy_HSA=2.68. (4) Drug 1: CC1=C(C(CCC1)(C)C)C=CC(=CC=CC(=CC(=O)O)C)C. Drug 2: CC1=C(C=C(C=C1)C(=O)NC2=CC(=CC(=C2)C(F)(F)F)N3C=C(N=C3)C)NC4=NC=CC(=N4)C5=CN=CC=C5. Cell line: SK-MEL-5. Synergy scores: CSS=4.89, Synergy_ZIP=0.854, Synergy_Bliss=4.96, Synergy_Loewe=0.779, Synergy_HSA=2.46. (5) Drug 1: CCC1(C2=C(COC1=O)C(=O)N3CC4=CC5=C(C=CC(=C5CN(C)C)O)N=C4C3=C2)O.Cl. Drug 2: CC1C(C(CC(O1)OC2CC(CC3=C2C(=C4C(=C3O)C(=O)C5=C(C4=O)C(=CC=C5)OC)O)(C(=O)CO)O)N)O.Cl. Cell line: SF-295. Synergy scores: CSS=54.8, Synergy_ZIP=-6.74, Synergy_Bliss=-9.34, Synergy_Loewe=-7.02, Synergy_HSA=-5.81.